From a dataset of Full USPTO retrosynthesis dataset with 1.9M reactions from patents (1976-2016). Predict the reactants needed to synthesize the given product. (1) Given the product [Cl:25][C:11]1[O:10][N:9]=[C:8]2[C:6]3[CH:7]=[C:2]([CH3:1])[CH:3]=[CH:4][C:5]=3[O:15][CH2:14][CH2:13][C:12]=12, predict the reactants needed to synthesize it. The reactants are: [CH3:1][C:2]1[CH:3]=[CH:4][C:5]2[O:15][CH2:14][CH2:13][C:12]3[C:8](=[N:9][O:10][C:11]=3O)[C:6]=2[CH:7]=1.C(OCC)(=O)C.P(Cl)(Cl)([Cl:25])=O. (2) Given the product [CH2:19]([NH:23][C:13]([C:11]1[C:10]2[C:5](=[CH:6][C:7]([O:16][CH3:17])=[CH:8][CH:9]=2)[C:4](=[O:18])[N:3]([CH2:1][CH3:2])[CH:12]=1)=[O:15])[CH2:20][CH2:21][CH3:22], predict the reactants needed to synthesize it. The reactants are: [CH2:1]([N:3]1[CH:12]=[C:11]([C:13]([OH:15])=O)[C:10]2[C:5](=[CH:6][C:7]([O:16][CH3:17])=[CH:8][CH:9]=2)[C:4]1=[O:18])[CH3:2].[CH2:19]([NH2:23])[CH2:20][CH2:21][CH3:22].C(N(CC)CC)C.